From a dataset of Catalyst prediction with 721,799 reactions and 888 catalyst types from USPTO. Predict which catalyst facilitates the given reaction. (1) Reactant: [NH2:1][CH2:2][CH2:3][C:4]1[CH:9]=[CH:8][C:7]([CH2:10][CH2:11][C:12]2[N:13]=[C:14]([NH:17][C:18](=[O:20])[CH3:19])[S:15][CH:16]=2)=[CH:6][CH:5]=1.CS[C:23]1[N:24](C(OCC)=O)[CH2:25][CH2:26][N:27]=1.CC(O)=O.C([O-])(O)=O.[Na+]. Product: [NH:27]1[CH2:26][CH2:25][N:24]=[C:23]1[NH:1][CH2:2][CH2:3][C:4]1[CH:9]=[CH:8][C:7]([CH2:10][CH2:11][C:12]2[N:13]=[C:14]([NH:17][C:18](=[O:20])[CH3:19])[S:15][CH:16]=2)=[CH:6][CH:5]=1. The catalyst class is: 871. (2) Reactant: N1(C(N2C=CN=C2)=O)C=CN=C1.NC1C2C(=NC=C(Br)C=2N2CCC[C@@H](NC(=O)OC(C)(C)C)C2)NC=1.N1CCC1.[Br:42][C:43]1[C:44]([N:60]2[CH2:65][CH2:64][CH2:63][C@@H:62]([NH:66][C:67](=[O:73])[O:68][C:69]([CH3:72])([CH3:71])[CH3:70])[CH2:61]2)=[C:45]2[C:51]([NH:52][C:53]([N:55]3[CH:59]=[CH:58]N=[CH:56]3)=[O:54])=[CH:50][NH:49][C:46]2=[N:47][CH:48]=1. Product: [N:55]1([C:53]([NH:52][C:51]2[C:45]3[C:46](=[N:47][CH:48]=[C:43]([Br:42])[C:44]=3[N:60]3[CH2:65][CH2:64][CH2:63][C@@H:62]([NH:66][C:67](=[O:73])[O:68][C:69]([CH3:71])([CH3:70])[CH3:72])[CH2:61]3)[NH:49][CH:50]=2)=[O:54])[CH2:59][CH2:58][CH2:56]1. The catalyst class is: 1.